From a dataset of Acute oral toxicity (LD50) regression data from Zhu et al.. Regression/Classification. Given a drug SMILES string, predict its toxicity properties. Task type varies by dataset: regression for continuous values (e.g., LD50, hERG inhibition percentage) or binary classification for toxic/non-toxic outcomes (e.g., AMES mutagenicity, cardiotoxicity, hepatotoxicity). Dataset: ld50_zhu. (1) The molecule is C=C1CC1CC(N)C(=O)O. The rat oral LD50 is 3.16, given as -log10 of the dose in mol/kg body weight (higher means more acutely toxic). (2) The compound is CCN(CCO)c1ccccc1. The rat oral LD50 is 2.00, given as -log10 of the dose in mol/kg body weight (higher means more acutely toxic).